This data is from Full USPTO retrosynthesis dataset with 1.9M reactions from patents (1976-2016). The task is: Predict the reactants needed to synthesize the given product. The reactants are: [CH:1]([S:4]([C:7]1[CH:12]=[C:11]([CH3:13])[CH:10]=[CH:9][C:8]=1[N+:14]([O-])=O)(=[O:6])=[O:5])([CH3:3])[CH3:2]. Given the product [CH:1]([S:4]([C:7]1[CH:12]=[C:11]([CH3:13])[CH:10]=[CH:9][C:8]=1[NH2:14])(=[O:6])=[O:5])([CH3:3])[CH3:2], predict the reactants needed to synthesize it.